Dataset: Forward reaction prediction with 1.9M reactions from USPTO patents (1976-2016). Task: Predict the product of the given reaction. (1) Given the reactants C(=O)([O-])[O-].[Na+].[Na+].[C:7]1(B(O)O)[CH:12]=[CH:11][CH:10]=[CH:9][CH:8]=1.[C:16]([O:20][C:21]([C:23]1[CH:28]=[CH:27][C:26]([NH:29][C:30]([C:32]2[C:37]([O:38][CH:39]3[CH2:44][CH2:43][N:42]([C:45]([O:47][C:48]([CH3:51])([CH3:50])[CH3:49])=[O:46])[CH2:41][CH2:40]3)=[CH:36][C:35](Cl)=[CH:34][N:33]=2)=[O:31])=[CH:25][CH:24]=1)=[O:22])([CH3:19])([CH3:18])[CH3:17], predict the reaction product. The product is: [C:16]([O:20][C:21]([C:23]1[CH:28]=[CH:27][C:26]([NH:29][C:30]([C:32]2[C:37]([O:38][CH:39]3[CH2:44][CH2:43][N:42]([C:45]([O:47][C:48]([CH3:51])([CH3:50])[CH3:49])=[O:46])[CH2:41][CH2:40]3)=[CH:36][C:35]([C:7]3[CH:12]=[CH:11][CH:10]=[CH:9][CH:8]=3)=[CH:34][N:33]=2)=[O:31])=[CH:25][CH:24]=1)=[O:22])([CH3:19])([CH3:18])[CH3:17]. (2) Given the reactants [CH3:1][O:2][C:3]1[C:8]([C:9]([OH:11])=O)=[CH:7][C:6]([C:12]([NH2:14])=[O:13])=[CH:5][CH:4]=1.[NH2:15][C:16]1[CH:26]=[CH:25][C:19]([C:20]([O:22][CH2:23][CH3:24])=[O:21])=[CH:18][CH:17]=1, predict the reaction product. The product is: [CH2:23]([O:22][C:20](=[O:21])[C:19]1[CH:25]=[CH:26][C:16]([NH:15][C:9](=[O:11])[C:8]2[CH:7]=[C:6]([C:12](=[O:13])[NH2:14])[CH:5]=[CH:4][C:3]=2[O:2][CH3:1])=[CH:17][CH:18]=1)[CH3:24].